The task is: Predict the product of the given reaction.. This data is from Forward reaction prediction with 1.9M reactions from USPTO patents (1976-2016). Given the reactants [C:1](Cl)(=[O:5])[C:2](Cl)=[O:3].[Si:7]([O:24][C@H:25]([CH3:41])[C@H:26]([NH:36][CH2:37][C@@H:38]([OH:40])[CH3:39])[C:27]1[CH:32]=[C:31]([F:33])[C:30]([F:34])=[C:29]([F:35])[CH:28]=1)([C:20]([CH3:23])([CH3:22])[CH3:21])([C:14]1[CH:19]=[CH:18][CH:17]=[CH:16][CH:15]=1)[C:8]1[CH:13]=[CH:12][CH:11]=[CH:10][CH:9]=1, predict the reaction product. The product is: [Si:7]([O:24][C@H:25]([CH3:41])[C@H:26]([N:36]1[CH2:37][C@H:38]([CH3:39])[O:40][C:2](=[O:3])[C:1]1=[O:5])[C:27]1[CH:32]=[C:31]([F:33])[C:30]([F:34])=[C:29]([F:35])[CH:28]=1)([C:20]([CH3:22])([CH3:23])[CH3:21])([C:8]1[CH:13]=[CH:12][CH:11]=[CH:10][CH:9]=1)[C:14]1[CH:19]=[CH:18][CH:17]=[CH:16][CH:15]=1.